Regression. Given two drug SMILES strings and cell line genomic features, predict the synergy score measuring deviation from expected non-interaction effect. From a dataset of NCI-60 drug combinations with 297,098 pairs across 59 cell lines. (1) Drug 1: CC1C(C(CC(O1)OC2CC(CC3=C2C(=C4C(=C3O)C(=O)C5=C(C4=O)C(=CC=C5)OC)O)(C(=O)CO)O)N)O.Cl. Drug 2: CCN(CC)CCCC(C)NC1=C2C=C(C=CC2=NC3=C1C=CC(=C3)Cl)OC. Cell line: HL-60(TB). Synergy scores: CSS=35.0, Synergy_ZIP=-6.53, Synergy_Bliss=0.240, Synergy_Loewe=3.03, Synergy_HSA=3.93. (2) Drug 1: CS(=O)(=O)C1=CC(=C(C=C1)C(=O)NC2=CC(=C(C=C2)Cl)C3=CC=CC=N3)Cl. Drug 2: CC1=C2C(C(=O)C3(C(CC4C(C3C(C(C2(C)C)(CC1OC(=O)C(C(C5=CC=CC=C5)NC(=O)OC(C)(C)C)O)O)OC(=O)C6=CC=CC=C6)(CO4)OC(=O)C)O)C)O. Cell line: SF-268. Synergy scores: CSS=51.7, Synergy_ZIP=16.3, Synergy_Bliss=14.8, Synergy_Loewe=-10.2, Synergy_HSA=12.0. (3) Drug 1: C1CC(=O)NC(=O)C1N2CC3=C(C2=O)C=CC=C3N. Drug 2: N.N.Cl[Pt+2]Cl. Cell line: SK-MEL-5. Synergy scores: CSS=-0.530, Synergy_ZIP=2.95, Synergy_Bliss=4.67, Synergy_Loewe=1.04, Synergy_HSA=1.20. (4) Cell line: HL-60(TB). Drug 1: C1CC(=O)NC(=O)C1N2CC3=C(C2=O)C=CC=C3N. Synergy scores: CSS=9.62, Synergy_ZIP=-7.52, Synergy_Bliss=-0.824, Synergy_Loewe=-7.04, Synergy_HSA=-1.41. Drug 2: CN1C2=C(C=C(C=C2)N(CCCl)CCCl)N=C1CCCC(=O)O.Cl. (5) Drug 1: COC1=NC(=NC2=C1N=CN2C3C(C(C(O3)CO)O)O)N. Drug 2: C(CC(=O)O)C(=O)CN.Cl. Cell line: TK-10. Synergy scores: CSS=4.70, Synergy_ZIP=-3.66, Synergy_Bliss=-16.1, Synergy_Loewe=-15.9, Synergy_HSA=-12.5.